From a dataset of Catalyst prediction with 721,799 reactions and 888 catalyst types from USPTO. Predict which catalyst facilitates the given reaction. Reactant: [Cl:1][C:2]1[CH:9]=[CH:8][C:5]([CH:6]=O)=[CH:4][C:3]=1[N+:10]([O-:12])=[O:11].[NH2:13][C:14]1[CH:23]=[CH:22][C:17]([C:18]([O:20][CH3:21])=[O:19])=[CH:16][CH:15]=1. Product: [Cl:1][C:2]1[CH:9]=[CH:8][C:5](/[CH:6]=[N:13]/[C:14]2[CH:15]=[CH:16][C:17]([C:18]([O:20][CH3:21])=[O:19])=[CH:22][CH:23]=2)=[CH:4][C:3]=1[N+:10]([O-:12])=[O:11]. The catalyst class is: 8.